This data is from Full USPTO retrosynthesis dataset with 1.9M reactions from patents (1976-2016). The task is: Predict the reactants needed to synthesize the given product. Given the product [O:29]1[CH2:30][CH2:31][N:26]([CH2:25][CH2:24][O:7][CH:8]2[CH2:9][C:10]3([CH2:13][N:12]([C:14]([O:16][C:17]([CH3:18])([CH3:20])[CH3:19])=[O:15])[CH2:11]3)[CH2:21]2)[CH2:27][CH2:28]1, predict the reactants needed to synthesize it. The reactants are: C([O-])(C)(C)C.[K+].[OH:7][CH:8]1[CH2:21][C:10]2([CH2:13][N:12]([C:14]([O:16][C:17]([CH3:20])([CH3:19])[CH3:18])=[O:15])[CH2:11]2)[CH2:9]1.Br.Br[CH2:24][CH2:25][N:26]1[CH2:31][CH2:30][O:29][CH2:28][CH2:27]1.C([O-])(O)=O.[Na+].